This data is from Reaction yield outcomes from USPTO patents with 853,638 reactions. The task is: Predict the reaction yield, written as a fraction of the theoretical maximum amount of product (1.0 means a 100% yield; for example, 0.34 means a 34% yield). (1) The product is [O:16]=[C:14]1[NH:13][C:12]2[CH:17]=[C:8]([C:5]3([C:3]([OH:4])=[O:2])[CH2:7][CH2:6]3)[CH:9]=[CH:10][C:11]=2[O:15]1. The yield is 0.840. The reactants are C[O:2][C:3]([C:5]1([C:8]2[CH:9]=[CH:10][C:11]3[O:15][C:14](=[O:16])[NH:13][C:12]=3[CH:17]=2)[CH2:7][CH2:6]1)=[O:4].O[Li].O. The catalyst is CO.O. (2) The reactants are Cl[C:2]1[C:7]([N+:8]([O-:10])=[O:9])=[CH:6][CH:5]=[CH:4][N:3]=1.C(=O)([O-])[O-].[K+].[K+].CN(C=O)C.[NH2:22][C@@H:23]([CH3:26])[CH2:24][OH:25]. The catalyst is O. The product is [N+:8]([C:7]1[C:2]([NH:22][C@@H:23]([CH3:26])[CH2:24][OH:25])=[N:3][CH:4]=[CH:5][CH:6]=1)([O-:10])=[O:9]. The yield is 1.14.